This data is from Catalyst prediction with 721,799 reactions and 888 catalyst types from USPTO. The task is: Predict which catalyst facilitates the given reaction. (1) Reactant: [C:1]1([C:14]2[CH:19]=[CH:18][CH:17]=[CH:16][CH:15]=2)[CH:6]=[CH:5][C:4]([NH:7][C:8]2[CH:13]=[CH:12][CH:11]=[CH:10][CH:9]=2)=[CH:3][CH:2]=1.[Br:20]N1C(=O)CCC1=O. Product: [C:1]1([C:14]2[CH:15]=[CH:16][CH:17]=[CH:18][CH:19]=2)[CH:2]=[CH:3][C:4]([NH:7][C:8]2[CH:13]=[CH:12][C:11]([Br:20])=[CH:10][CH:9]=2)=[CH:5][CH:6]=1. The catalyst class is: 3. (2) Reactant: [C:1]1([C:11]([O:13]C)=[O:12])[C:10]2[CH:9]=[CH:8][CH2:7][CH2:6][C:5]=2[CH:4]=[CH:3][CH:2]=1.[OH-].[Na+].Cl. Product: [C:1]1([C:11]([OH:13])=[O:12])[C:10]2[CH:9]=[CH:8][CH2:7][CH2:6][C:5]=2[CH:4]=[CH:3][CH:2]=1. The catalyst class is: 24. (3) Reactant: [NH2:1][C:2]1[CH:13]=[C:6]2[C:7]([O:9]C(=O)[NH:11][C:5]2=[CH:4][CH:3]=1)=O.C(N(CC)CC)C.[CH2:21]([O:28][CH2:29][C:30](Cl)=[O:31])[C:22]1[CH:27]=[CH:26][CH:25]=[CH:24][CH:23]=1.Cl.[NH2:34][CH:35]1[CH2:40][CH2:39][C:38](=[O:41])[NH:37][C:36]1=[O:42].C(O)(=O)C. Product: [NH2:11][C:5]1[CH:4]=[CH:3][C:2]([NH:1][C:30](=[O:31])[CH2:29][O:28][CH2:21][C:22]2[CH:27]=[CH:26][CH:25]=[CH:24][CH:23]=2)=[CH:13][C:6]=1[C:7]([NH:34][CH:35]1[CH2:40][CH2:39][C:38](=[O:41])[NH:37][C:36]1=[O:42])=[O:9]. The catalyst class is: 6. (4) Reactant: [CH3:1][O:2][C:3]1[CH:4]=[C:5]2[C:10](=[CH:11][C:12]=1[O:13][CH2:14][C:15]1([NH:18]C(=O)OCC3C=CC(OC)=CC=3)[CH2:17][CH2:16]1)[N:9]=[CH:8][CH:7]=[C:6]2[O:31][C:32]1[CH:41]=[CH:40][C:39]2[C:34](=[CH:35][CH:36]=[CH:37][C:38]=2[C:42](=[O:45])[NH:43][CH3:44])[CH:33]=1.C(O)(C(F)(F)F)=O.O. Product: [NH2:18][C:15]1([CH2:14][O:13][C:12]2[CH:11]=[C:10]3[C:5]([C:6]([O:31][C:32]4[CH:33]=[C:34]5[C:39](=[CH:40][CH:41]=4)[C:38]([C:42]([NH:43][CH3:44])=[O:45])=[CH:37][CH:36]=[CH:35]5)=[CH:7][CH:8]=[N:9]3)=[CH:4][C:3]=2[O:2][CH3:1])[CH2:16][CH2:17]1. The catalyst class is: 2. (5) Reactant: [CH:1]1([N:4]2[CH2:8][CH2:7][NH:6][S:5]2(=[O:10])=[O:9])[CH2:3][CH2:2]1.F[C:12]1[C:21]([S:22]([CH3:25])(=[O:24])=[O:23])=[CH:20][C:15]([C:16]([O:18][CH3:19])=[O:17])=[C:14]([CH3:26])[CH:13]=1.C([O-])([O-])=O.[Cs+].[Cs+].CC(=O)OCC. Product: [CH:1]1([N:4]2[S:5](=[O:10])(=[O:9])[N:6]([C:12]3[C:21]([S:22]([CH3:25])(=[O:24])=[O:23])=[CH:20][C:15]([C:16]([O:18][CH3:19])=[O:17])=[C:14]([CH3:26])[CH:13]=3)[CH2:7][CH2:8]2)[CH2:3][CH2:2]1. The catalyst class is: 3. (6) Reactant: [S:1]([CH2:4][C:5]([C:7]1[CH:12]=[CH:11][CH:10]=[C:9]([C:13]([F:16])([F:15])[F:14])[CH:8]=1)=O)[C:2]#[N:3].S(=O)(=O)(O)[OH:18]. Product: [F:14][C:13]([F:16])([F:15])[C:9]1[CH:8]=[C:7]([C:5]2[NH:3][C:2](=[O:18])[S:1][CH:4]=2)[CH:12]=[CH:11][CH:10]=1. The catalyst class is: 15.